From a dataset of Catalyst prediction with 721,799 reactions and 888 catalyst types from USPTO. Predict which catalyst facilitates the given reaction. (1) Product: [Cl:17][C:18]1[CH:26]=[C:25]([F:27])[CH:24]=[CH:23][C:19]=1[C:20]([NH:7][C:6]1[CH:8]=[CH:9][CH:10]=[C:4]([N+:1]([O-:3])=[O:2])[CH:5]=1)=[O:21]. The catalyst class is: 4. Reactant: [N+:1]([C:4]1[CH:5]=[C:6]([CH:8]=[CH:9][CH:10]=1)[NH2:7])([O-:3])=[O:2].N1C=CC=CC=1.[Cl:17][C:18]1[CH:26]=[C:25]([F:27])[CH:24]=[CH:23][C:19]=1[C:20](Cl)=[O:21]. (2) Product: [Cl:1][C:2]1[CH:3]=[C:4]2[C:9](=[CH:10][C:11]=1[C:12]([N:74]1[CH2:75][CH2:76][CH2:77][CH:73]1[C:71]([O:70][CH2:63][C:64]1[CH:65]=[CH:66][CH:67]=[CH:68][CH:69]=1)=[O:72])=[O:13])[N:8]=[CH:7][N:6]=[C:5]2[NH:15][CH:16]([C:18]1[NH:22][C:21]2[CH:23]=[CH:24][C:25]([Cl:27])=[CH:26][C:20]=2[N:19]=1)[CH3:17]. The catalyst class is: 16. Reactant: [Cl:1][C:2]1[CH:3]=[C:4]2[C:9](=[CH:10][C:11]=1[C:12](O)=[O:13])[N:8]=[CH:7][N:6]=[C:5]2[NH:15][CH:16]([C:18]1[NH:22][C:21]2[CH:23]=[CH:24][C:25]([Cl:27])=[CH:26][C:20]=2[N:19]=1)[CH3:17].FC1C(OC(N(C)C)=[N+](C)C)=C(F)C(F)=C(F)C=1F.F[P-](F)(F)(F)(F)F.C(N(C(C)C)CC)(C)C.[CH2:63]([O:70][C:71]([CH:73]1[CH2:77][CH2:76][CH2:75][NH:74]1)=[O:72])[C:64]1[CH:69]=[CH:68][CH:67]=[CH:66][CH:65]=1. (3) Reactant: [CH3:1][C:2]1[N:3]=[C:4]([C:7]([O:9]CC)=O)[S:5][CH:6]=1.[NH2:12][NH2:13]. Product: [CH3:1][C:2]1[N:3]=[C:4]([C:7]([NH:12][NH2:13])=[O:9])[S:5][CH:6]=1. The catalyst class is: 8. (4) Reactant: C[C:2](=[O:6])[C:3]([OH:5])=[O:4].[C:2]([C:3]([O:5]C)=[O:4])(=[O:6])C1C=CC=CC=1.[CH2:19]([O:22][CH2:23][CH2:24]O)[CH:20]=[CH2:21].C([O-])(O)=O.[Na+]. Product: [C:3]([O:5][CH2:24][CH2:23][O:22][CH2:19][CH:20]=[CH2:21])(=[O:4])[CH:2]=[O:6]. The catalyst class is: 626. (5) Reactant: [CH3:1][O:2][C:3]1[CH:4]=[C:5]([CH:9]2[CH2:18][CH2:17][C:12]3(OCC[O:13]3)[CH2:11][CH2:10]2)[CH:6]=[CH:7][CH:8]=1.Cl. Product: [CH3:1][O:2][C:3]1[CH:4]=[C:5]([CH:9]2[CH2:18][CH2:17][C:12](=[O:13])[CH2:11][CH2:10]2)[CH:6]=[CH:7][CH:8]=1. The catalyst class is: 21. (6) Reactant: [N:1]([CH2:4][C@H:5]1[O:9][C:8](=[O:10])[C@@H:7]([NH:11][C:12](=[O:18])[O:13][C:14]([CH3:17])([CH3:16])[CH3:15])[CH2:6]1)=[N+]=[N-]. The catalyst class is: 5. Product: [OH:9][CH:5]1[CH2:4][NH:1][C:8](=[O:10])[CH:7]([NH:11][C:12](=[O:18])[O:13][C:14]([CH3:17])([CH3:16])[CH3:15])[CH2:6]1. (7) Reactant: [NH2:1][C:2]1[CH:10]=[CH:9][CH:8]=[C:7]2[C:3]=1[CH:4]=[CH:5][N:6]2[CH2:11][C:12]([O:14][CH2:15][CH3:16])=[O:13].Cl[CH2:18][CH2:19][N:20]1[CH:25]=[C:24]([CH:26]([C:33]2[CH:38]=[CH:37][CH:36]=[CH:35][CH:34]=2)[C:27]2[CH:32]=[CH:31][CH:30]=[CH:29][CH:28]=2)[CH:23]=[CH:22][C:21]1=[O:39].O. Product: [C:27]1([CH:26]([C:33]2[CH:38]=[CH:37][CH:36]=[CH:35][CH:34]=2)[C:24]2[CH:23]=[CH:22][C:21](=[O:39])[N:20]([CH2:19][CH2:18][NH:1][C:2]3[CH:10]=[CH:9][CH:8]=[C:7]4[C:3]=3[CH:4]=[CH:5][N:6]4[CH2:11][C:12]([O:14][CH2:15][CH3:16])=[O:13])[CH:25]=2)[CH:28]=[CH:29][CH:30]=[CH:31][CH:32]=1. The catalyst class is: 14. (8) Reactant: [CH3:1][O:2][C:3]1[C:18]2[C:14]3[S:15][CH:16]=[CH:17][C:13]=3[CH:12]=[C:11]([O:19][CH3:20])[C:10]=2[C:6]2[S:7][CH:8]=[CH:9][C:5]=2[CH:4]=1.[C:21](Cl)(=[O:33])[CH2:22][CH2:23][CH2:24][CH2:25][CH2:26][CH2:27][CH2:28][CH2:29][CH2:30][CH2:31][CH3:32].[Cl-].[Cl-].[Cl-].[Al+3].CCCCCC. Product: [CH3:20][O:19][C:11]1[C:10]2[C:6]3[S:7][C:8]([C:21](=[O:33])[CH2:22][CH2:23][CH2:24][CH2:25][CH2:26][CH2:27][CH2:28][CH2:29][CH2:30][CH2:31][CH3:32])=[CH:9][C:5]=3[CH:4]=[C:3]([O:2][CH3:1])[C:18]=2[C:14]2[S:15][CH:16]=[CH:17][C:13]=2[CH:12]=1. The catalyst class is: 4.